Dataset: Forward reaction prediction with 1.9M reactions from USPTO patents (1976-2016). Task: Predict the product of the given reaction. (1) Given the reactants Br[C:2]1[CH:3]=[C:4]([CH:7]=[CH:8][CH:9]=1)[C:5]#[N:6].CC(C)=O.C(=O)=O.[Li]CCCC.[C:22]([N:26]1[C:30]2[NH:31][C:32](=[O:44])[CH2:33][CH:34]([C:35]3[CH:40]=[C:39]([F:41])[C:38]([F:42])=[CH:37][C:36]=3[F:43])[C:29]=2[C:28]([CH:45]2[CH2:48][C:47](=[O:49])[CH2:46]2)=[N:27]1)([CH3:25])([CH3:24])[CH3:23], predict the reaction product. The product is: [C:22]([N:26]1[C:30]2[NH:31][C:32](=[O:44])[CH2:33][CH:34]([C:35]3[CH:40]=[C:39]([F:41])[C:38]([F:42])=[CH:37][C:36]=3[F:43])[C:29]=2[C:28]([CH:45]2[CH2:48][C:47]([C:2]3[CH:3]=[C:4]([CH:7]=[CH:8][CH:9]=3)[C:5]#[N:6])([OH:49])[CH2:46]2)=[N:27]1)([CH3:25])([CH3:23])[CH3:24]. (2) Given the reactants [CH2:1]([O:3][C:4]([N:6]1[C:15]2[C:10](=[N:11][C:12]([O:16][CH3:17])=[CH:13][CH:14]=2)[C@@H:9]([NH2:18])[CH2:8][C@H:7]1[CH2:19][CH3:20])=[O:5])[CH3:2].[C:21](=O)([O:32][C@H:33]([C:35]1[CH:40]=[CH:39][CH:38]=[CH:37][CH:36]=1)[CH3:34])[O:22]C1C=CC([N+]([O-])=O)=CC=1.C(N(CC)CC)C, predict the reaction product. The product is: [CH2:1]([O:3][C:4]([N:6]1[C:15]2[C:10](=[N:11][C:12]([O:16][CH3:17])=[CH:13][CH:14]=2)[C@@H:9]([NH:18][C:21]([O:32][C@H:33]([C:35]2[CH:40]=[CH:39][CH:38]=[CH:37][CH:36]=2)[CH3:34])=[O:22])[CH2:8][C@H:7]1[CH2:19][CH3:20])=[O:5])[CH3:2]. (3) The product is: [O:1]=[C:2]1[NH:9][CH:10]([C:33]2[CH:34]=[CH:35][CH:36]=[CH:37][CH:38]=2)[C:11](=[O:12])[N:13]1[C@@H:14]([CH2:26][C:27]1[CH:28]=[CH:29][CH:30]=[CH:31][CH:32]=1)[C:15]([NH:17][C:18]1[S:19][CH:20]=[C:21]([C:23]([NH2:25])=[O:24])[N:22]=1)=[O:16]. Given the reactants [O:1]=[C:2](Cl)OC(Cl)(Cl)Cl.[NH2:9][CH:10]([C:33]1[CH:38]=[CH:37][CH:36]=[CH:35][CH:34]=1)[C:11]([NH:13][C@@H:14]([CH2:26][C:27]1[CH:32]=[CH:31][CH:30]=[CH:29][CH:28]=1)[C:15]([NH:17][C:18]1[S:19][CH:20]=[C:21]([C:23]([NH2:25])=[O:24])[N:22]=1)=[O:16])=[O:12].C(N(C(C)C)CC)(C)C, predict the reaction product. (4) The product is: [CH3:4][C:3]1[N:5]=[C:27]([C:23]2[S:24][CH:25]=[CH:26][C:22]=2[NH:21][C:19](=[O:20])[CH2:18][C:8]2[C:17]3[C:12](=[CH:13][CH:14]=[CH:15][CH:16]=3)[CH:11]=[CH:10][CH:9]=2)[O:7][N:6]=1. Given the reactants [H-].[Na+].[C:3](=[N:6][OH:7])([NH2:5])[CH3:4].[C:8]1([CH2:18][C:19]([NH:21][C:22]2[CH:26]=[CH:25][S:24][C:23]=2[C:27](OC)=O)=[O:20])[C:17]2[C:12](=[CH:13][CH:14]=[CH:15][CH:16]=2)[CH:11]=[CH:10][CH:9]=1, predict the reaction product.